The task is: Predict which catalyst facilitates the given reaction.. This data is from Catalyst prediction with 721,799 reactions and 888 catalyst types from USPTO. (1) Reactant: C(OCC)C.Cl.C(OC(=O)[NH:13][CH2:14][C:15]1[CH:20]=[CH:19][CH:18]=[CH:17][C:16]=1[S:21][C:22]1[C:30]2[C:25](=[CH:26][CH:27]=[C:28]([F:31])[CH:29]=2)[NH:24][CH:23]=1)(C)(C)C.[OH-].[Na+]. Product: [F:31][C:28]1[CH:29]=[C:30]2[C:25](=[CH:26][CH:27]=1)[NH:24][CH:23]=[C:22]2[S:21][C:16]1[CH:17]=[CH:18][CH:19]=[CH:20][C:15]=1[CH2:14][NH2:13]. The catalyst class is: 5. (2) Reactant: [Cl:1][C:2]1[CH:3]=[CH:4][C:5]2[O:9][C:8](=[O:10])[N:7]([CH2:11][C:12]([N:14]([CH2:16][C:17]3[N:21]([CH2:22][CH2:23][O:24]COC)[C:20]4[CH:28]=[C:29]([Cl:33])[C:30]([Cl:32])=[CH:31][C:19]=4[N:18]=3)[CH3:15])=[O:13])[C:6]=2[CH:34]=1.Cl.CCOC(C)=O. Product: [ClH:1].[Cl:1][C:2]1[CH:3]=[CH:4][C:5]2[O:9][C:8](=[O:10])[N:7]([CH2:11][C:12]([N:14]([CH2:16][C:17]3[N:21]([CH2:22][CH2:23][OH:24])[C:20]4[CH:28]=[C:29]([Cl:33])[C:30]([Cl:32])=[CH:31][C:19]=4[N:18]=3)[CH3:15])=[O:13])[C:6]=2[CH:34]=1. The catalyst class is: 5. (3) Reactant: [C:1]1([OH:11])[C:10]2[C:5](=[CH:6][CH:7]=[CH:8][CH:9]=2)[CH:4]=[CH:3][CH:2]=1.[F:12][C:13]1[CH:14]=[C:15]([CH:18]=[C:19]([F:22])[C:20]=1[F:21])[CH:16]=O.[C:23](#[N:27])[CH2:24][C:25]#[N:26].N1CCCCC1. Product: [NH2:27][C:23]1[O:11][C:1]2[C:2]([CH:16]([C:15]3[CH:14]=[C:13]([F:12])[C:20]([F:21])=[C:19]([F:22])[CH:18]=3)[C:24]=1[C:25]#[N:26])=[CH:3][CH:4]=[C:5]1[CH:6]=[CH:7][CH:8]=[CH:9][C:10]=21. The catalyst class is: 40. (4) Reactant: [Cl:1][C:2]1[CH:7]=[CH:6][C:5]([NH2:8])=[C:4]([C:9]2[NH:13][N:12]=[N:11][N:10]=2)[CH:3]=1.[Cl:14][C:15]1[CH:16]=[C:17]([N:22]=[C:23]=[O:24])[CH:18]=[C:19]([Cl:21])[CH:20]=1. Product: [Cl:1][C:2]1[CH:7]=[CH:6][C:5]([NH:8][C:23]([NH:22][C:17]2[CH:18]=[C:19]([Cl:21])[CH:20]=[C:15]([Cl:14])[CH:16]=2)=[O:24])=[C:4]([C:9]2[NH:13][N:12]=[N:11][N:10]=2)[CH:3]=1. The catalyst class is: 11. (5) Reactant: [Cl:1][C:2]1[CH:7]=[CH:6][C:5]([C:8]2([OH:35])[CH2:13][CH2:12][N:11]([CH2:14][CH2:15][CH:16]=[C:17]3[C:23]4[CH:24]=[CH:25][CH:26]=[N:27][C:22]=4[CH2:21][O:20][C:19]4[CH:28]=[CH:29][C:30]([OH:32])=[CH:31][C:18]3=4)[CH2:10][C:9]2([CH3:34])[CH3:33])=[CH:4][CH:3]=1.[H-].[Na+].Cl.Cl[CH2:40][CH2:41][N:42]1[CH2:47][CH2:46][O:45][CH2:44][CH2:43]1. Product: [Cl:1][C:2]1[CH:7]=[CH:6][C:5]([C:8]2([OH:35])[CH2:13][CH2:12][N:11]([CH2:14][CH2:15][CH:16]=[C:17]3[C:23]4[CH:24]=[CH:25][CH:26]=[N:27][C:22]=4[CH2:21][O:20][C:19]4[CH:28]=[CH:29][C:30]([O:32][CH2:40][CH2:41][N:42]5[CH2:47][CH2:46][O:45][CH2:44][CH2:43]5)=[CH:31][C:18]3=4)[CH2:10][C:9]2([CH3:33])[CH3:34])=[CH:4][CH:3]=1. The catalyst class is: 3. (6) Reactant: [CH2:1]([N:8]1[CH2:13][CH2:12][N:11]([C:14]2[CH:15]=[C:16]([NH2:22])[CH:17]=[CH:18][C:19]=2[O:20][CH3:21])[CH2:10][CH2:9]1)[C:2]1[CH:7]=[CH:6]C=CC=1.[Cl:23][C:24]1[CH:25]=[CH:26][C:27]2[S:31][C:30]([S:32](Cl)(=[O:34])=[O:33])=[C:29]([CH3:36])[C:28]=2[CH:37]=1. Product: [CH:2]1([CH2:1][N:8]2[CH2:9][CH2:10][N:11]([C:14]3[CH:15]=[C:16]([NH:22][S:32]([C:30]4[S:31][C:27]5[CH:26]=[CH:25][C:24]([Cl:23])=[CH:37][C:28]=5[C:29]=4[CH3:36])(=[O:34])=[O:33])[CH:17]=[CH:18][C:19]=3[O:20][CH3:21])[CH2:12][CH2:13]2)[CH2:7][CH2:6]1. The catalyst class is: 21. (7) Product: [CH3:1][N:2]1[CH:6]=[C:5]([C:7]2[CH:12]=[CH:11][C:10]([C:13]3[C:22]4[C:17](=[CH:18][CH:19]=[C:20]([C:23]([N:25]5[CH2:30][CH2:29][NH:28][CH2:27][CH2:26]5)=[O:24])[CH:21]=4)[CH:16]=[N:15][CH:14]=3)=[CH:9][CH:8]=2)[CH:4]=[N:3]1. Reactant: [CH3:1][N:2]1[CH:6]=[C:5]([C:7]2[CH:12]=[CH:11][C:10]([C:13]3[C:22]4[C:17](=[CH:18][CH:19]=[C:20]([C:23]([N:25]5[CH2:30][CH2:29][N:28](C(OC(C)(C)C)=O)[CH2:27][CH2:26]5)=[O:24])[CH:21]=4)[CH:16]=[N:15][CH:14]=3)=[CH:9][CH:8]=2)[CH:4]=[N:3]1.FC(F)(F)C(O)=O. The catalyst class is: 4. (8) Reactant: [C:1]12([CH2:11][NH2:12])[CH2:10][CH:5]3[CH2:6][CH:7]([CH2:9][CH:3]([CH2:4]3)[CH2:2]1)[CH2:8]2.[CH3:13][C:14]1[S:18][C:17]([C:19](O)=[O:20])=[CH:16][CH:15]=1.[Cl-].ClC1N(C)CC[NH+]1C. Product: [C:1]12([CH2:11][NH:12][C:19]([C:17]3[S:18][C:14]([CH3:13])=[CH:15][CH:16]=3)=[O:20])[CH2:8][CH:7]3[CH2:6][CH:5]([CH2:4][CH:3]([CH2:9]3)[CH2:2]1)[CH2:10]2. The catalyst class is: 74. (9) Reactant: [CH3:1][O:2][C:3]1[CH:4]=[C:5]([CH:9]2[CH2:12][C:11]3([CH2:17][CH2:16][N:15]([C:18](OC(C)(C)C)=[O:19])[CH2:14][CH2:13]3)[CH2:10]2)[CH:6]=[CH:7][CH:8]=1.Cl.O1CCOCC1.C1(OC(=O)[NH:40][C:41]2[O:45][N:44]=[C:43]([CH3:46])[C:42]=2[CH3:47])C=CC=CC=1.CCN(C(C)C)C(C)C. Product: [CH3:46][C:43]1[C:42]([CH3:47])=[C:41]([NH:40][C:18]([N:15]2[CH2:14][CH2:13][C:11]3([CH2:10][CH:9]([C:5]4[CH:6]=[CH:7][CH:8]=[C:3]([O:2][CH3:1])[CH:4]=4)[CH2:12]3)[CH2:17][CH2:16]2)=[O:19])[O:45][N:44]=1. The catalyst class is: 545.